This data is from Full USPTO retrosynthesis dataset with 1.9M reactions from patents (1976-2016). The task is: Predict the reactants needed to synthesize the given product. The reactants are: [SH:1][C:2]1[CH:3]=[C:4]2[C:8](=[CH:9][CH:10]=1)[CH2:7][CH:6]([NH:11][C:12](=O)[CH3:13])[CH2:5]2.[H-].[H-].[H-].[H-].[Li+].[Al+3].CO.Br[C:24]([CH3:33])([CH3:32])[C:25]([O:27][C:28]([CH3:31])([CH3:30])[CH3:29])=[O:26].[OH-].[Na+]. Given the product [CH2:12]([NH:11][CH:6]1[CH2:5][C:4]2[C:8](=[CH:9][CH:10]=[C:2]([S:1][C:24]([CH3:33])([CH3:32])[C:25]([O:27][C:28]([CH3:31])([CH3:30])[CH3:29])=[O:26])[CH:3]=2)[CH2:7]1)[CH3:13], predict the reactants needed to synthesize it.